This data is from Full USPTO retrosynthesis dataset with 1.9M reactions from patents (1976-2016). The task is: Predict the reactants needed to synthesize the given product. (1) Given the product [OH:5][C:4]1[C:6]2[C:11](=[CH:10][CH:9]=[CH:8][CH:7]=2)[NH:1][C:2](=[O:3])[N:16]=1, predict the reactants needed to synthesize it. The reactants are: [NH:1]1[C:11]2[C:6](=[CH:7][CH:8]=[CH:9][CH:10]=2)[C:4](=[O:5])[C:2]1=[O:3].OO.C([NH2:16])=O. (2) Given the product [O:9]1[CH2:10][CH2:11][CH2:12][CH2:13][CH:8]1[O:7][C:6]1[CH:5]=[C:4]([CH:16]=[CH:15][CH:14]=1)[NH2:1], predict the reactants needed to synthesize it. The reactants are: [N+:1]([C:4]1[CH:5]=[C:6]([CH:14]=[CH:15][CH:16]=1)[O:7][CH:8]1[CH2:13][CH2:12][CH2:11][CH2:10][O:9]1)([O-])=O. (3) Given the product [OH:1][CH2:2][CH2:11][CH2:10][CH2:9][CH2:8][CH2:7][O:12][C:10]1[C:9]2[C:4](=[CH:5][CH:6]=[CH:7][CH:8]=2)[C:3](=[O:13])[C:2](=[O:1])[CH:11]=1, predict the reactants needed to synthesize it. The reactants are: [OH:1][C:2]1[C:3](=[O:13])[C:4]2[C:9]([C:10](=[O:12])[CH:11]=1)=[CH:8][CH:7]=[CH:6][CH:5]=2. (4) Given the product [CH3:27][O:26][C:18]1[CH:17]=[C:16]([C:9]([CH3:10])=[CH:6][C:7]#[N:8])[CH:21]=[C:20]([O:22][CH3:23])[C:19]=1[O:24][CH3:25], predict the reactants needed to synthesize it. The reactants are: [H-].[Na+].P([O-])([O-])(O[CH:6]([CH2:9][CH3:10])[C:7]#[N:8])=O.CC([C:16]1[CH:21]=[C:20]([O:22][CH3:23])[C:19]([O:24][CH3:25])=[C:18]([O:26][CH3:27])[CH:17]=1)=O.